Dataset: Full USPTO retrosynthesis dataset with 1.9M reactions from patents (1976-2016). Task: Predict the reactants needed to synthesize the given product. (1) Given the product [CH3:13][C@@H:10]1[CH2:9][N:8]([C:14]([C:16]2[C:21]([C:22]3[N:27]=[CH:26][CH:25]=[CH:24][N:23]=3)=[CH:20][CH:19]=[C:18]([CH3:28])[N:17]=2)=[O:15])[C@H:7]([CH2:6][NH2:5])[CH2:12][CH2:11]1, predict the reactants needed to synthesize it. The reactants are: FC(F)(F)C([NH:5][CH2:6][C@@H:7]1[CH2:12][CH2:11][C@H:10]([CH3:13])[CH2:9][N:8]1[C:14]([C:16]1[C:21]([C:22]2[N:27]=[CH:26][CH:25]=[CH:24][N:23]=2)=[CH:20][CH:19]=[C:18]([CH3:28])[N:17]=1)=[O:15])=O.C(=O)([O-])[O-].[K+].[K+]. (2) Given the product [F:1][C:2]([F:16])([F:15])[C:3]1[CH:10]=[CH:9][C:8]([C:11]([F:14])([F:13])[F:12])=[CH:7][C:4]=1[CH2:5][NH:17][C:18]1[CH:19]=[C:20]2[C:24]3=[C:25]([CH2:27][O:28][CH2:29][CH2:30][N:23]3[C@H:22]3[CH2:31][CH2:32][NH:33][CH2:34][C@@H:21]23)[CH:26]=1, predict the reactants needed to synthesize it. The reactants are: [F:1][C:2]([F:16])([F:15])[C:3]1[CH:10]=[CH:9][C:8]([C:11]([F:14])([F:13])[F:12])=[CH:7][C:4]=1[CH:5]=O.[NH2:17][C:18]1[CH:19]=[C:20]2[C:24]3=[C:25]([CH2:27][O:28][CH2:29][CH2:30][N:23]3[C@H:22]3[CH2:31][CH2:32][N:33](C(OC(C)(C)C)=O)[CH2:34][C@@H:21]23)[CH:26]=1. (3) Given the product [S:56]1[CH:57]=[C:53]([C:27]2[CH:28]=[C:29]3[C:35]([C@@H:36]([C:38]4[CH:39]=[C:40]5[C:45](=[CH:46][CH:47]=4)[N:44]=[CH:43][CH:42]=[CH:41]5)[CH3:37])=[N:34][O:33][C:30]3=[N:31][CH:32]=2)[N:54]=[CH:55]1, predict the reactants needed to synthesize it. The reactants are: C1(P(C2CCCCC2)C2C=CC=CC=2C2C=CC=CC=2)CCCCC1.Br[C:27]1[CH:28]=[C:29]2[C:35]([CH:36]([C:38]3[CH:39]=[C:40]4[C:45](=[CH:46][CH:47]=3)[N:44]=[CH:43][CH:42]=[CH:41]4)[CH3:37])=[N:34][O:33][C:30]2=[N:31][CH:32]=1.C([Sn](CCCC)(CCCC)[C:53]1[N:54]=[CH:55][S:56][CH:57]=1)CCC. (4) Given the product [CH3:7][C:5]1[N:6]=[C:2]([C:12]#[C:11][CH2:10][CH2:9][N:13]2[N:14]=[C:15]3[CH:21]=[CH:20][CH:19]=[CH:18][C:16]3=[N:17]2)[S:3][C:4]=1[CH3:8], predict the reactants needed to synthesize it. The reactants are: Br[C:2]1[S:3][C:4]([CH3:8])=[C:5]([CH3:7])[N:6]=1.[CH2:9]([N:13]1[N:17]=[C:16]2[CH:18]=[CH:19][CH:20]=[CH:21][C:15]2=[N:14]1)[CH2:10][C:11]#[CH:12].